From a dataset of Reaction yield outcomes from USPTO patents with 853,638 reactions. Predict the reaction yield, written as a fraction of the theoretical maximum amount of product (1.0 means a 100% yield; for example, 0.34 means a 34% yield). (1) The reactants are Br[C:2]1[CH:19]=[C:18]2[C:5]([CH2:6][C:7]3([C:11]42[N:15]=[C:14]([NH2:16])[C:13]([CH3:17])=[N:12]4)[CH2:10][CH2:9][CH2:8]3)=[CH:4][CH:3]=1.[CH3:20][C:21]([CH3:25])([CH3:24])[C:22]#[CH:23].C(N(CC)CC)C. The catalyst is CN(C=O)C.C1C=CC([P]([Pd]([P](C2C=CC=CC=2)(C2C=CC=CC=2)C2C=CC=CC=2)([P](C2C=CC=CC=2)(C2C=CC=CC=2)C2C=CC=CC=2)[P](C2C=CC=CC=2)(C2C=CC=CC=2)C2C=CC=CC=2)(C2C=CC=CC=2)C2C=CC=CC=2)=CC=1. The product is [CH3:20][C:21]([CH3:25])([CH3:24])[C:22]#[C:23][C:2]1[CH:19]=[C:18]2[C:5]([CH2:6][C:7]3([C:11]42[N:15]=[C:14]([NH2:16])[C:13]([CH3:17])=[N:12]4)[CH2:10][CH2:9][CH2:8]3)=[CH:4][CH:3]=1. The yield is 0.380. (2) The reactants are C(N(CC)C(C)C)(C)C.[CH3:10][C:11]1[CH:20]=[CH:19][C:18]2[C:13](=[CH:14][CH:15]=[CH:16][C:17]=2[N:21]2[CH2:26][CH2:25][NH:24][CH2:23][CH2:22]2)[N:12]=1.CS(O[CH2:32][CH2:33][C:34]1[CH:39]=[CH:38][CH:37]=[C:36]([N+:40]([O-:42])=[O:41])[CH:35]=1)(=O)=O. The catalyst is CN(C)C=O. The product is [CH3:10][C:11]1[CH:20]=[CH:19][C:18]2[C:13](=[CH:14][CH:15]=[CH:16][C:17]=2[N:21]2[CH2:26][CH2:25][N:24]([CH2:32][CH2:33][C:34]3[CH:39]=[CH:38][CH:37]=[C:36]([N+:40]([O-:42])=[O:41])[CH:35]=3)[CH2:23][CH2:22]2)[N:12]=1. The yield is 0.640. (3) The reactants are [H-].C([Al+]CC(C)C)C(C)C.[NH:11]1[C:19]2[C:14](=[CH:15][CH:16]=[CH:17][CH:18]=2)[CH:13]=[C:12]1[C:20](OC)=[O:21]. The catalyst is C1COCC1. The product is [NH:11]1[C:19]2[C:14](=[CH:15][CH:16]=[CH:17][CH:18]=2)[CH:13]=[C:12]1[CH2:20][OH:21]. The yield is 1.00. (4) The reactants are [CH3:1][N:2]([CH3:45])[CH2:3][CH2:4][N:5]1[CH2:10][CH2:9][N:8]([C:11]([C:13]2[CH:18]=[CH:17][CH:16]=[C:15]([C:19]3[CH:20]=[C:21]4[C:27]([C:28]5[CH:33]=[C:32]([F:34])[CH:31]=[CH:30][C:29]=5[O:35][CH3:36])=[N:26][N:25](COCC[Si](C)(C)C)[C:22]4=[N:23][CH:24]=3)[CH:14]=2)=[O:12])[CH2:7][CH2:6]1.[OH-].[Na+]. The catalyst is Cl(O)(=O)(=O)=O.CO. The product is [CH3:1][N:2]([CH3:45])[CH2:3][CH2:4][N:5]1[CH2:10][CH2:9][N:8]([C:11]([C:13]2[CH:18]=[CH:17][CH:16]=[C:15]([C:19]3[CH:20]=[C:21]4[C:27]([C:28]5[CH:33]=[C:32]([F:34])[CH:31]=[CH:30][C:29]=5[O:35][CH3:36])=[N:26][NH:25][C:22]4=[N:23][CH:24]=3)[CH:14]=2)=[O:12])[CH2:7][CH2:6]1. The yield is 0.640. (5) The reactants are [CH2:1]([N:8]1[C:16]2[CH:15]=[CH:14]N[C:12](=[O:17])[C:11]=2[CH:10]=[C:9]1[CH3:18])[C:2]1[CH:7]=[CH:6][CH:5]=[CH:4][CH:3]=1.[H-].[Na+].[CH2:21](Br)[CH:22]=[CH2:23].[CH3:25]N(C)C=O. The catalyst is C(OCC)(=O)C. The product is [CH2:21]([O:17][C:12]1[CH:25]=[CH:14][CH:15]=[C:16]2[C:11]=1[CH:10]=[C:9]([CH3:18])[N:8]2[CH2:1][C:2]1[CH:7]=[CH:6][CH:5]=[CH:4][CH:3]=1)[CH:22]=[CH2:23]. The yield is 0.980. (6) The product is [Cl:5][C:6]1[C:7]([CH3:15])=[C:8]2[C:12]([CH2:20][CH2:21][C:9]2=[O:11])=[CH:13][CH:14]=1. The catalyst is ClC(Cl)C. The reactants are S(Cl)(Cl)=O.[Cl:5][C:6]1[C:7]([CH3:15])=[C:8]([CH:12]=[CH:13][CH:14]=1)[C:9]([OH:11])=O.[Al+3].[Cl-].[Cl-].[Cl-].[CH:20]1C=CC=C[CH:21]=1. The yield is 0.720. (7) The reactants are Cl[C:2]1[N:6]([C:7]2[CH:12]=[CH:11][C:10]([S:13]([CH3:16])(=[O:15])=[O:14])=[CH:9][N:8]=2)[N:5]=[C:4]([CH:17]([F:19])[F:18])[C:3]=1[C:20]#[N:21].[CH3:22][C@H:23]1[O:28][C@@H:27]([CH3:29])[CH2:26][NH:25][CH2:24]1.[F-].[K+].O. The catalyst is CS(C)=O. The product is [F:18][CH:17]([F:19])[C:4]1[C:3]([C:20]#[N:21])=[C:2]([N:25]2[CH2:24][C@H:23]([CH3:22])[O:28][C@H:27]([CH3:29])[CH2:26]2)[N:6]([C:7]2[CH:12]=[CH:11][C:10]([S:13]([CH3:16])(=[O:15])=[O:14])=[CH:9][N:8]=2)[N:5]=1. The yield is 0.850. (8) The yield is 0.264. The product is [N:27]1[CH:28]=[CH:29][CH:30]=[CH:31][C:26]=1[NH:25][C:17](=[O:19])[CH:16]([N:15]1[CH2:14][C:5]2[CH2:4][C:3]3[C:2]([Cl:1])=[CH:11][CH:10]=[CH:9][C:8]=3[O:7][C:6]=2[C:12]1=[O:13])[CH2:20][CH:21]([CH3:22])[CH3:23]. The reactants are [Cl:1][C:2]1[CH:11]=[CH:10][CH:9]=[C:8]2[C:3]=1[CH2:4][C:5]([CH2:14][N:15](C)[C@@H:16]([CH2:20][CH:21]([CH3:23])[CH3:22])[C:17]([OH:19])=O)=[C:6]([CH:12]=[O:13])[O:7]2.[NH2:25][C:26]1[CH:31]=[CH:30][CH:29]=[CH:28][N:27]=1.ON1C2C=CC=CC=2N=N1. The catalyst is C(Cl)Cl.O. (9) The reactants are [CH3:1][C:2]1([CH3:9])[C:4]([CH3:6])([CH3:5])[CH:3]1[CH2:7][OH:8].CC(C)([O-])C.[K+].[Cl:16][C:17]1[C:18](F)=[CH:19][C:20]([F:30])=[C:21]([CH:29]=1)[C:22]([NH:24][S:25]([CH3:28])(=[O:27])=[O:26])=[O:23]. The catalyst is CS(C)=O. The product is [Cl:16][C:17]1[C:18]([O:8][CH2:7][CH:3]2[C:4]([CH3:6])([CH3:5])[C:2]2([CH3:9])[CH3:1])=[CH:19][C:20]([F:30])=[C:21]([CH:29]=1)[C:22]([NH:24][S:25]([CH3:28])(=[O:26])=[O:27])=[O:23]. The yield is 0.100. (10) The reactants are [CH2:1]([O:8][C:9]1([C:12]2[CH:17]=[CH:16][C:15]([C:18]#[C:19][C:20]3[CH:30]=[CH:29][C:23]([C:24]([O:26]CC)=[O:25])=[CH:22][CH:21]=3)=[CH:14][C:13]=2[CH3:31])[CH2:11][CH2:10]1)[C:2]1[CH:7]=[CH:6][CH:5]=[CH:4][CH:3]=1.[OH-].[Na+]. The catalyst is C(O)C.O1CCCC1. The product is [CH2:1]([O:8][C:9]1([C:12]2[CH:17]=[CH:16][C:15]([C:18]#[C:19][C:20]3[CH:21]=[CH:22][C:23]([C:24]([OH:26])=[O:25])=[CH:29][CH:30]=3)=[CH:14][C:13]=2[CH3:31])[CH2:11][CH2:10]1)[C:2]1[CH:7]=[CH:6][CH:5]=[CH:4][CH:3]=1. The yield is 0.760.